This data is from Forward reaction prediction with 1.9M reactions from USPTO patents (1976-2016). The task is: Predict the product of the given reaction. (1) Given the reactants O[C:2]1[N:9]=[C:8]([CH:10]([CH3:12])[CH3:11])[C:7]([C:13]2[CH:18]=[CH:17][CH:16]=[CH:15][CH:14]=2)=[CH:6][C:3]=1[C:4]#[N:5].P(Cl)(Cl)([Cl:21])=O, predict the reaction product. The product is: [Cl:21][C:2]1[N:9]=[C:8]([CH:10]([CH3:12])[CH3:11])[C:7]([C:13]2[CH:18]=[CH:17][CH:16]=[CH:15][CH:14]=2)=[CH:6][C:3]=1[C:4]#[N:5]. (2) Given the reactants [S:1]1[CH:5]=[CH:4][N:3]2[C:6]([CH2:9][C:10]3[CH:21]=[CH:20][C:13]4[N:14]=[C:15](S(C)=O)[S:16][C:12]=4[CH:11]=3)=[CH:7][N:8]=[C:2]12.[NH2:22][C@@H:23]1[CH2:28][CH2:27][CH2:26][CH2:25][C@H:24]1[OH:29].CCN(C(C)C)C(C)C.O, predict the reaction product. The product is: [S:1]1[CH:5]=[CH:4][N:3]2[C:6]([CH2:9][C:10]3[CH:21]=[CH:20][C:13]4[N:14]=[C:15]([NH:22][C@@H:23]5[CH2:28][CH2:27][CH2:26][CH2:25][C@H:24]5[OH:29])[S:16][C:12]=4[CH:11]=3)=[CH:7][N:8]=[C:2]12. (3) The product is: [C:16]1([CH:21]=[O:28])[C:17]2=[C:20]3[C:9]([C:8]4[C:19]5[C:4](=[CH:3][CH:2]=[CH:1][C:18]2=5)[CH:5]=[CH:6][CH:7]=4)=[CH:10][CH:11]=[CH:12][C:13]3=[CH:14][CH:15]=1. Given the reactants [CH:1]1[C:18]2=[C:19]3[C:8]([C:9]4[C:20]5[C:13](=[CH:14][CH:15]=[CH:16][C:17]2=5)[CH:12]=[CH:11][CH:10]=4)=[CH:7][CH:6]=[CH:5][C:4]3=[CH:3][CH:2]=1.[CH:21](=[O:28])C1C=CC=CC=1.C(C1C2=C3C(C4C5C(=CC=CC2=5)C=CC=4)=CC=CC3=CC=1)#C.BrC1C=C(C=C(Br)C=1)C=O, predict the reaction product. (4) Given the reactants [F:1][C:2]1([F:37])[O:6][C:5]2[CH:7]=[CH:8][C:9]([C:11]3([C:14]([NH:16][C@H:17]4[C:26]5[C:21](=[CH:22][C:23]([CH3:27])=[CH:24][CH:25]=5)[O:20][C@@H:19]([C:28]5[CH:29]=[C:30]([CH:34]=[CH:35][CH:36]=5)[C:31](O)=[O:32])[CH2:18]4)=[O:15])[CH2:13][CH2:12]3)=[CH:10][C:4]=2[O:3]1.CN(C(ON1N=NC2C=CC=NC1=2)=[N+](C)C)C.F[P-](F)(F)(F)(F)F.[NH:62]1[CH2:66][CH2:65][C@@H:64]([OH:67])[CH2:63]1, predict the reaction product. The product is: [F:1][C:2]1([F:37])[O:6][C:5]2[CH:7]=[CH:8][C:9]([C:11]3([C:14]([NH:16][C@H:17]4[C:26]5[C:21](=[CH:22][C:23]([CH3:27])=[CH:24][CH:25]=5)[O:20][C@@H:19]([C:28]5[CH:36]=[CH:35][CH:34]=[C:30]([C:31]([N:62]6[CH2:66][CH2:65][C@@H:64]([OH:67])[CH2:63]6)=[O:32])[CH:29]=5)[CH2:18]4)=[O:15])[CH2:13][CH2:12]3)=[CH:10][C:4]=2[O:3]1. (5) Given the reactants Cl.[F:2][C:3]1[C:8]([C:9]([F:12])([F:11])[F:10])=[CH:7][CH:6]=[CH:5][C:4]=1[CH:13]1[CH2:16][C:15]2([CH2:21][CH2:20][NH:19][CH2:18][CH2:17]2)[CH2:14]1.CC1C=C(C2CC3(CCN([C:38]([O:40][C:41]4[CH:46]=[CH:45][C:44]([N+:47]([O-:49])=[O:48])=[CH:43][CH:42]=4)=[O:39])CC3)C2)C=CC=1, predict the reaction product. The product is: [F:2][C:3]1[C:8]([C:9]([F:11])([F:12])[F:10])=[CH:7][CH:6]=[CH:5][C:4]=1[CH:13]1[CH2:16][C:15]2([CH2:17][CH2:18][N:19]([C:38]([O:40][C:41]3[CH:42]=[CH:43][C:44]([N+:47]([O-:49])=[O:48])=[CH:45][CH:46]=3)=[O:39])[CH2:20][CH2:21]2)[CH2:14]1. (6) Given the reactants [ClH:1].[N:2]1([CH:7]2[CH2:12][CH2:11][NH:10][CH2:9][CH2:8]2)[CH:6]=[CH:5][N:4]=N1.Cl.N1N(C2CCNCC2)N=[CH:17]C=1, predict the reaction product. The product is: [ClH:1].[N:2]1([CH:7]2[CH2:12][CH2:11][NH:10][CH2:9][CH2:8]2)[CH:6]=[CH:5][N:4]=[CH:17]1. (7) Given the reactants [Cl:1][CH2:2][CH2:3][CH2:4][S:5](Cl)(=[O:7])=[O:6].[NH2:9][C:10]1[CH:15]=[CH:14][CH:13]=[CH:12][CH:11]=1, predict the reaction product. The product is: [C:10]1([NH:9][S:5]([CH2:4][CH2:3][CH2:2][Cl:1])(=[O:7])=[O:6])[CH:15]=[CH:14][CH:13]=[CH:12][CH:11]=1. (8) Given the reactants [Cl:1][C:2]1[S:3][C:4]([CH2:7][O:8][CH2:9][C:10]2[O:14][N:13]=[C:12]([C:15]([OH:17])=O)[CH:11]=2)=[CH:5][CH:6]=1.C(N(CC)CC)C.Cl.C(N=C=NCCCN(C)C)C.ON1C2C=CC=CC=2N=N1.[O:47]1[CH2:51][CH2:50][CH:49]([CH2:52][NH2:53])[CH2:48]1, predict the reaction product. The product is: [O:47]1[CH2:51][CH2:50][CH:49]([CH2:52][NH:53][C:15]([C:12]2[CH:11]=[C:10]([CH2:9][O:8][CH2:7][C:4]3[S:3][C:2]([Cl:1])=[CH:6][CH:5]=3)[O:14][N:13]=2)=[O:17])[CH2:48]1.